From a dataset of Full USPTO retrosynthesis dataset with 1.9M reactions from patents (1976-2016). Predict the reactants needed to synthesize the given product. (1) Given the product [CH3:3][C:1]([O:5][C:6](=[O:19])[N:7]([CH2:22][CH2:21][CH:20]=[CH2:25])[N:8]1[C:16](=[O:17])[C:15]2[C:10](=[CH:11][CH:12]=[CH:13][CH:14]=2)[C:9]1=[O:18])([CH3:4])[CH3:2], predict the reactants needed to synthesize it. The reactants are: [C:1]([O:5][C:6](=[O:19])[NH:7][N:8]1[C:16](=[O:17])[C:15]2[C:10](=[CH:11][CH:12]=[CH:13][CH:14]=2)[C:9]1=[O:18])([CH3:4])([CH3:3])[CH3:2].[CH:20]1[CH:25]=CC(P([C:20]2[CH:25]=CC=[CH:22][CH:21]=2)[C:20]2[CH:25]=CC=[CH:22][CH:21]=2)=[CH:22][CH:21]=1.C(O)CC=C.N(C(OCC)=O)=NC(OCC)=O. (2) Given the product [OH:31][C@@H:5]1[C@H:6]([OH:27])[C@@H:1]2[CH2:7][C@H:4]1[CH2:3][CH:2]2[CH2:8][O:9][C:10]1[CH:15]=[CH:14][C:13]([S:16]([NH2:19])(=[O:18])=[O:17])=[CH:12][C:11]=1[N+:20]([O-:22])=[O:21], predict the reactants needed to synthesize it. The reactants are: [C@H:1]12[CH2:7][C@H:4]([CH:5]=[CH:6]1)[CH2:3][CH:2]2[CH2:8][O:9][C:10]1[CH:15]=[CH:14][C:13]([S:16]([NH2:19])(=[O:18])=[O:17])=[CH:12][C:11]=1[N+:20]([O-:22])=[O:21].C[N+]1([O-])CC[O:27]CC1.[OH2:31]. (3) Given the product [F:28][C:25]1[CH:26]=[CH:27][C:22]([C:20]2[N:56]=[C:17]([CH:14]3[CH2:13][CH2:12][NH:11][CH2:16][CH2:15]3)[N:18]([CH:33]3[CH2:37][CH2:36][N:35]([C:39]([O:41][C:42]([CH3:43])([CH3:44])[CH3:45])=[O:40])[CH2:34]3)[CH:19]=2)=[CH:23][C:24]=1[C:29]([F:30])([F:32])[F:31], predict the reactants needed to synthesize it. The reactants are: C(OC([N:11]1[CH2:16][CH2:15][CH:14]([C:17]2[N:18]([CH2:33][CH:34]3C[CH2:37][CH2:36][N:35]3[C:39]([O:41][C:42]([CH3:45])([CH3:44])[CH3:43])=[O:40])[CH:19]=[C:20]([C:22]3[CH:27]=[CH:26][C:25]([F:28])=[C:24]([C:29]([F:32])([F:31])[F:30])[CH:23]=3)N=2)[CH2:13][CH2:12]1)=O)C1C=CC=CC=1.FC(F)(F)C(O)=O.C([O-])=O.[NH4+:56].